The task is: Predict the reaction yield, written as a fraction of the theoretical maximum amount of product (1.0 means a 100% yield; for example, 0.34 means a 34% yield).. This data is from Reaction yield outcomes from USPTO patents with 853,638 reactions. (1) The reactants are Cl[C:2]1[CH:7]=[CH:6][N+:5]([O-:8])=[CH:4][CH:3]=1.[CH3:9][O:10][C:11]1[CH:16]=[C:15]([Cl:17])[CH:14]=[CH:13][C:12]=1B(O)O.C([O-])([O-])=O.[K+].[K+]. The catalyst is CS(C)=O.C1C=CC(P(C2C=CC=CC=2)[C-]2C=CC=C2)=CC=1.C1C=CC(P(C2C=CC=CC=2)[C-]2C=CC=C2)=CC=1.Cl[Pd]Cl.[Fe+2]. The product is [Cl:17][C:15]1[CH:14]=[CH:13][C:12]([C:2]2[CH:7]=[CH:6][N+:5]([O-:8])=[CH:4][CH:3]=2)=[C:11]([O:10][CH3:9])[CH:16]=1. The yield is 0.740. (2) The reactants are [CH3:1][C:2]1[N:6]([CH2:7][CH2:8][C:9]2[CH:14]=[CH:13][CH:12]=[CH:11][CH:10]=2)[N:5]=[CH:4][C:3]=1[C:15]([O:17]C)=[O:16].O.[OH-].[Li+].O1CCCC1.Cl. The catalyst is O.CO. The product is [CH3:1][C:2]1[N:6]([CH2:7][CH2:8][C:9]2[CH:10]=[CH:11][CH:12]=[CH:13][CH:14]=2)[N:5]=[CH:4][C:3]=1[C:15]([OH:17])=[O:16]. The yield is 0.360. (3) The reactants are [N+:1]([C:4]1[CH:5]=[CH:6][C:7]2[S:11][C:10]([C:12]3[CH:17]=[CH:16][C:15]([CH3:18])=[CH:14][CH:13]=3)=[N:9][C:8]=2[CH:19]=1)([O-])=O.[Cl-].[NH4+]. The catalyst is C(O)C.O.[Fe]. The product is [C:15]1([CH3:18])[CH:14]=[CH:13][C:12]([C:10]2[S:11][C:7]3[CH:6]=[CH:5][C:4]([NH2:1])=[CH:19][C:8]=3[N:9]=2)=[CH:17][CH:16]=1. The yield is 0.620. (4) The catalyst is CO. The reactants are C([O:3][C:4](=[O:29])[CH2:5][CH2:6][C:7]1[N:8]([C:19]2[CH:24]=[CH:23][C:22]([C:25](=[O:27])[NH2:26])=[CH:21][C:20]=2[CH3:28])[C:9]([C:12]2[CH:17]=[CH:16][C:15]([NH2:18])=[CH:14][CH:13]=2)=[CH:10][CH:11]=1)C.[OH-].[Na+]. The yield is 0.500. The product is [NH2:18][C:15]1[CH:14]=[CH:13][C:12]([C:9]2[N:8]([C:19]3[CH:24]=[CH:23][C:22]([C:25](=[O:27])[NH2:26])=[CH:21][C:20]=3[CH3:28])[C:7]([CH2:6][CH2:5][C:4]([OH:29])=[O:3])=[CH:11][CH:10]=2)=[CH:17][CH:16]=1. (5) The reactants are CCN(C(C)C)C(C)C.[Cl:10][C:11]1[N:16]=[CH:15][CH:14]=[C:13]([C:17]([OH:19])=O)[CH:12]=1.C1C=CC2N(O)N=NC=2C=1.CCN=C=NCCCN(C)C.[O:41]=[C:42]([N:59]1[CH2:64][CH2:63][NH:62][CH2:61][CH2:60]1)[CH2:43][NH:44][C:45]([C:47]1[CH:52]=[CH:51][C:50]([C:53]2[CH:58]=[CH:57][CH:56]=[CH:55][CH:54]=2)=[CH:49][CH:48]=1)=[O:46]. The catalyst is CN(C=O)C.O. The product is [Cl:10][C:11]1[CH:12]=[C:13]([C:17]([N:62]2[CH2:61][CH2:60][N:59]([C:42](=[O:41])[CH2:43][NH:44][C:45]([C:47]3[CH:52]=[CH:51][C:50]([C:53]4[CH:58]=[CH:57][CH:56]=[CH:55][CH:54]=4)=[CH:49][CH:48]=3)=[O:46])[CH2:64][CH2:63]2)=[O:19])[CH:14]=[CH:15][N:16]=1. The yield is 0.492. (6) The reactants are C([O:4][C@@H:5]1[C@@H:9]([O:10]C(=O)C)[C@@H:8]([CH2:14][O:15]C(=O)C)[O:7][C@H:6]1[N:19]1[CH:26]=[C:25]([F:27])[C:23](=[O:24])[NH:22][C:20]1=[O:21])(=O)C.C(N(CC)CC)C. The catalyst is CO. The product is [C@@H:6]1([N:19]2[CH:26]=[C:25]([F:27])[C:23](=[O:24])[NH:22][C:20]2=[O:21])[O:7][C@H:8]([CH2:14][OH:15])[C@H:9]([OH:10])[C@H:5]1[OH:4]. The yield is 0.760. (7) The reactants are [F:1][C:2]1[CH:7]=[C:6]([F:8])[CH:5]=[CH:4][C:3]=1[OH:9].[H-].[Na+].[N+]([C:15]1[O:19][C:18]([CH:20]=[O:21])=[CH:17][CH:16]=1)([O-])=O.O. The catalyst is CS(C)=O. The product is [F:1][C:2]1[CH:7]=[C:6]([F:8])[CH:5]=[CH:4][C:3]=1[O:9][C:15]1[O:19][C:18]([CH:20]=[O:21])=[CH:17][CH:16]=1. The yield is 0.330. (8) The reactants are [Li]CCCC.C(NC(C)C)(C)C.[CH2:13]([N:20]1[CH:24]([CH3:25])[CH2:23][CH2:22][C:21]1=[O:26])[C:14]1[CH:19]=[CH:18][CH:17]=[CH:16][CH:15]=1.[C:27](=O)([O:30]C)[O:28][CH3:29].[O-][Mn](=O)(=O)=O.[K+]. The catalyst is C1COCC1. The product is [CH2:13]([N:20]1[CH:24]([CH3:25])[CH2:23][CH:22]([C:27]([O:28][CH3:29])=[O:30])[C:21]1=[O:26])[C:14]1[CH:19]=[CH:18][CH:17]=[CH:16][CH:15]=1. The yield is 0.0680. (9) The reactants are [NH2:1][C:2]1=[N:3][C:4](=[O:17])[NH:5]/[C:6]/1=[CH:7]\[C:8]1[CH:13]=[CH:12][C:11]([OH:14])=[C:10]([O:15][CH3:16])[CH:9]=1.[CH2:18](O)[C:19]1[CH:24]=[CH:23][CH:22]=[CH:21][CH:20]=1.N(C(OCC)=O)=NC(OCC)=O.[OH-].[Na+]. The catalyst is O1CCCC1.C1(C)C=CC=CC=1.C1(P(C2C=CC=CC=2)C2C=CC=CC=2)C=CC=CC=1. The product is [NH2:1][C:2]1=[N:3][C:4](=[O:17])[NH:5]/[C:6]/1=[CH:7]\[C:8]1[CH:13]=[CH:12][C:11]([O:14][CH2:18][C:19]2[CH:24]=[CH:23][CH:22]=[CH:21][CH:20]=2)=[C:10]([O:15][CH3:16])[CH:9]=1. The yield is 0.260.